This data is from Catalyst prediction with 721,799 reactions and 888 catalyst types from USPTO. The task is: Predict which catalyst facilitates the given reaction. (1) Reactant: ClC(Cl)(Cl)[C:3]([C:5]1[NH:6][CH:7]=[C:8]([Cl:10])[CH:9]=1)=[O:4].[OH-:13].[Na+]. Product: [Cl:10][C:8]1[CH:9]=[C:5]([C:3]([OH:4])=[O:13])[NH:6][CH:7]=1. The catalyst class is: 1. (2) Reactant: [CH2:1]([C:5]1[N:6]=[C:7]([CH3:27])[NH:8][C:9](=[O:26])[C:10]=1[CH2:11][C:12]1[CH:17]=[CH:16][C:15]([C:18]2[C:19]([C:24]#[N:25])=[CH:20][CH:21]=[CH:22][CH:23]=2)=[CH:14][CH:13]=1)[CH2:2][CH2:3][CH3:4].C(=O)([O-])[O-].[K+].[K+].Br[CH2:35][CH:36]1[CH2:41][CH2:40][CH2:39][CH2:38][O:37]1.CN(C)C=O. Product: [CH2:1]([C:5]1[N:6]=[C:7]([CH3:27])[N:8]([CH2:35][CH:36]2[CH2:41][CH2:40][CH2:39][CH2:38][O:37]2)[C:9](=[O:26])[C:10]=1[CH2:11][C:12]1[CH:17]=[CH:16][C:15]([C:18]2[C:19]([C:24]#[N:25])=[CH:20][CH:21]=[CH:22][CH:23]=2)=[CH:14][CH:13]=1)[CH2:2][CH2:3][CH3:4]. The catalyst class is: 13. (3) Reactant: F[P-](F)(F)(F)(F)F.N1([O:17]C(N(C)C)=[N+](C)C)C2N=CC=CC=2N=N1.O[C:26]1[CH:27]=[CH:28][C:29]([CH2:58][C:59](O)=[O:60])=[N:30][C:31]=1[C:32]1[CH:33]=[C:34]2[C:40]([C:41]3[CH:46]=[CH:45][CH:44]=[CH:43][C:42]=3[O:47][CH3:48])=[N:39][N:38](CCOCC[Si](C)(C)C)[C:35]2=[N:36][CH:37]=1.[CH3:62][NH:63][CH3:64].C(N(C(C)C)CC)(C)C. Product: [OH:17][CH:58]([C:29]1[CH:28]=[CH:27][CH:26]=[C:31]([C:32]2[CH:33]=[C:34]3[C:40]([C:41]4[CH:46]=[CH:45][CH:44]=[CH:43][C:42]=4[O:47][CH3:48])=[N:39][NH:38][C:35]3=[N:36][CH:37]=2)[N:30]=1)[C:59]([N:63]([CH3:64])[CH3:62])=[O:60]. The catalyst class is: 7. (4) The catalyst class is: 9. Product: [N:14]([CH2:2][C:3]1[CH:8]=[CH:7][CH:6]=[CH:5][C:4]=1[C:9]1[N:10]=[N:11][S:12][CH:13]=1)=[N+:15]=[N-:16]. Reactant: Br[CH2:2][C:3]1[CH:8]=[CH:7][CH:6]=[CH:5][C:4]=1[C:9]1[N:10]=[N:11][S:12][CH:13]=1.[N-:14]=[N+:15]=[N-:16].[Na+].C(OCC)(=O)C.CCCCCC.C(OCC)(=O)C. (5) Product: [Cl:1][C:2]1[CH:7]=[CH:6][C:5]([O:8][CH2:11][C:12]2[CH:17]=[CH:16][CH:15]=[CH:14][CH:13]=2)=[C:4]([CH2:9][OH:10])[CH:3]=1. The catalyst class is: 21. Reactant: [Cl:1][C:2]1[CH:7]=[CH:6][C:5]([OH:8])=[C:4]([CH2:9][OH:10])[CH:3]=1.[CH2:11](Br)[C:12]1[CH:17]=[CH:16][CH:15]=[CH:14][CH:13]=1.C(=O)([O-])[O-].[K+].[K+]. (6) Reactant: [Cl:1][C:2]1[CH:7]=[C:6]([N+:8]([O-:10])=[O:9])[CH:5]=[CH:4][C:3]=1[OH:11].[Cl:12][C:13]1[CH:20]=[CH:19][CH:18]=[CH:17][C:14]=1[CH2:15]Cl.C(=O)([O-])[O-].[K+].[K+].CN(C=O)C. Product: [Cl:12][C:13]1[CH:20]=[CH:19][CH:18]=[CH:17][C:14]=1[CH2:15][O:11][C:3]1[CH:4]=[CH:5][C:6]([N+:8]([O-:10])=[O:9])=[CH:7][C:2]=1[Cl:1]. The catalyst class is: 6. (7) Reactant: [NH2:1][C:2]1[CH:3]=[N:4][C:5]([C:8]2[CH:9]=[C:10]([CH:29]=[CH:30][CH:31]=2)[CH2:11][N:12]2[C:17](=[O:18])[CH:16]=[CH:15][C:14]([C:19]3[CH:24]=[CH:23][C:22]([S:25]([CH3:28])(=[O:27])=[O:26])=[CH:21][CH:20]=3)=[N:13]2)=[N:6][CH:7]=1.Cl.Cl[CH2:34][CH2:35][N:36](CCCl)[CH2:37][CH3:38].C(=O)([O-])[O-].[K+].[K+]. Product: [CH3:28][S:25]([C:22]1[CH:21]=[CH:20][C:19]([C:14]2[CH:15]=[CH:16][C:17](=[O:18])[N:12]([CH2:11][C:10]3[CH:29]=[CH:30][CH:31]=[C:8]([C:5]4[N:4]=[CH:3][C:2]([N:1]5[CH2:38][CH2:37][NH:36][CH2:35][CH2:34]5)=[CH:7][N:6]=4)[CH:9]=3)[N:13]=2)=[CH:24][CH:23]=1)(=[O:27])=[O:26]. The catalyst class is: 37.